Task: Predict the reactants needed to synthesize the given product.. Dataset: Full USPTO retrosynthesis dataset with 1.9M reactions from patents (1976-2016) (1) Given the product [CH2:1]([O:3][C:4]([C:5]1[O:6][C:7]2[CH:12]=[C:11]([O:13][CH2:14][C:15]3[CH:20]=[CH:19][CH:18]=[CH:17][CH:16]=3)[C:10]([O:21][CH3:22])=[CH:9][C:8]=2[CH:23]=1)=[O:25])[CH3:2], predict the reactants needed to synthesize it. The reactants are: [CH2:1]([O:3][C:4](=[O:25])[CH2:5][O:6][C:7]1[CH:12]=[C:11]([O:13][CH2:14][C:15]2[CH:20]=[CH:19][CH:18]=[CH:17][CH:16]=2)[C:10]([O:21][CH3:22])=[CH:9][C:8]=1[CH:23]=O)[CH3:2].N12CCCN=C1CCCCC2.C(O)(=O)C. (2) Given the product [CH2:16]([O:23][N:24]([C:2]1[N:7]=[C:6]([NH:8][CH2:9][CH2:10][CH3:11])[N:5]=[C:4]([NH:12][CH2:13][CH2:14][CH3:15])[N:3]=1)[CH2:25][CH3:26])[C:17]1[CH:22]=[CH:21][CH:20]=[CH:19][CH:18]=1, predict the reactants needed to synthesize it. The reactants are: Cl[C:2]1[N:7]=[C:6]([NH:8][CH2:9][CH2:10][CH3:11])[N:5]=[C:4]([NH:12][CH2:13][CH2:14][CH3:15])[N:3]=1.[CH2:16]([O:23][NH:24][CH2:25][CH3:26])[C:17]1[CH:22]=[CH:21][CH:20]=[CH:19][CH:18]=1. (3) Given the product [CH2:1]([O:8][C:9]([N:11]1[CH:15]([C:16](=[O:18])[NH:62][C:63]2[S:64][CH:65]=[C:66]([C:68]3[CH:69]=[CH:70][C:71]([C:72](=[O:73])[NH:74][CH:75]4[CH2:77][CH2:76]4)=[CH:78][CH:79]=3)[N:67]=2)[CH2:14][S:13][C@@H:12]1[C:19]1[CH:24]=[CH:23][C:22]([C:25]([O:27][CH3:28])=[O:26])=[CH:21][CH:20]=1)=[O:10])[C:2]1[CH:7]=[CH:6][CH:5]=[CH:4][CH:3]=1, predict the reactants needed to synthesize it. The reactants are: [CH2:1]([O:8][C:9]([N:11]1[CH:15]([C:16]([OH:18])=O)[CH2:14][S:13][C@@H:12]1[C:19]1[CH:24]=[CH:23][C:22]([C:25]([O:27][CH3:28])=[O:26])=[CH:21][CH:20]=1)=[O:10])[C:2]1[CH:7]=[CH:6][CH:5]=[CH:4][CH:3]=1.CCN(C(C)C)C(C)C.CN(C(ON1N=NC2C=CC=NC1=2)=[N+](C)C)C.F[P-](F)(F)(F)(F)F.[NH2:62][C:63]1[S:64][CH:65]=[C:66]([C:68]2[CH:79]=[CH:78][C:71]([C:72]([NH:74][CH:75]3[CH2:77][CH2:76]3)=[O:73])=[CH:70][CH:69]=2)[N:67]=1. (4) Given the product [C:1]([C:3]1[CH:4]=[C:5]([C:13]2[S:14][C:15]([C:18]3[CH:26]=[CH:25][CH:24]=[C:23]4[C:19]=3[CH2:20][CH2:21][C@H:22]4[NH:27][CH2:28][C:29]([OH:31])=[O:30])=[CH:16][N:17]=2)[CH:6]=[CH:7][C:8]=1[O:9][CH:10]([CH3:12])[CH3:11])#[N:2], predict the reactants needed to synthesize it. The reactants are: [C:1]([C:3]1[CH:4]=[C:5]([C:13]2[S:14][C:15]([C:18]3[CH:26]=[CH:25][CH:24]=[C:23]4[C:19]=3[CH2:20][CH2:21][C@H:22]4[NH:27][CH2:28][C:29]([O:31]C)=[O:30])=[CH:16][N:17]=2)[CH:6]=[CH:7][C:8]=1[O:9][CH:10]([CH3:12])[CH3:11])#[N:2].[OH-].[Na+]. (5) Given the product [Cl:1][C:2]1[CH:7]=[C:6]([Cl:8])[CH:5]=[CH:4][C:3]=1[CH:9]1[S:15][CH2:14][CH2:13][N:12]([CH2:17][C:18]([O:20][CH3:21])=[O:19])[C:11]2[N:22]([CH3:31])[N:23]=[C:24]([C:25]3[CH:30]=[CH:29][CH:28]=[CH:27][N:26]=3)[C:10]1=2, predict the reactants needed to synthesize it. The reactants are: [Cl:1][C:2]1[CH:7]=[C:6]([Cl:8])[CH:5]=[CH:4][C:3]=1[CH:9]1[S:15][CH2:14][C:13](=O)[N:12]([CH2:17][C:18]([O:20][CH3:21])=[O:19])[C:11]2[N:22]([CH3:31])[N:23]=[C:24]([C:25]3[CH:30]=[CH:29][CH:28]=[CH:27][N:26]=3)[C:10]1=2.B.C1COCC1.Cl.[OH-].[Na+]. (6) Given the product [C:15]1([CH:21]([C:27]2[CH:32]=[CH:31][CH:30]=[CH:29][CH:28]=2)[N:22]2[CH2:25][CH:24]([N:1]3[CH2:6][CH2:5][CH:4]([C:7]([N:9]4[CH2:14][CH2:13][O:12][CH2:11][CH2:10]4)=[O:8])[CH2:3][CH2:2]3)[CH2:23]2)[CH:16]=[CH:17][CH:18]=[CH:19][CH:20]=1, predict the reactants needed to synthesize it. The reactants are: [NH:1]1[CH2:6][CH2:5][CH:4]([C:7]([N:9]2[CH2:14][CH2:13][O:12][CH2:11][CH2:10]2)=[O:8])[CH2:3][CH2:2]1.[C:15]1([CH:21]([C:27]2[CH:32]=[CH:31][CH:30]=[CH:29][CH:28]=2)[N:22]2[CH2:25][C:24](=O)[CH2:23]2)[CH:20]=[CH:19][CH:18]=[CH:17][CH:16]=1. (7) Given the product [N+:17]([C:7]1[CH:8]=[C:3]([C:2]([F:1])([F:10])[F:11])[C:4](=[O:9])[NH:5][CH:6]=1)([O-:19])=[O:18], predict the reactants needed to synthesize it. The reactants are: [F:1][C:2]([F:11])([F:10])[C:3]1[C:4](=[O:9])[NH:5][CH:6]=[CH:7][CH:8]=1.S(=O)(=O)(O)O.[N+:17]([O-])([OH:19])=[O:18].